Dataset: Full USPTO retrosynthesis dataset with 1.9M reactions from patents (1976-2016). Task: Predict the reactants needed to synthesize the given product. (1) Given the product [I:1][C:2]1[CH:3]=[C:4]([NH2:9])[C:5]([F:8])=[N:6][CH:7]=1, predict the reactants needed to synthesize it. The reactants are: [I:1][C:2]1[CH:3]=[C:4]([N+:9]([O-])=O)[C:5]([F:8])=[N:6][CH:7]=1.C(O)C.Cl. (2) Given the product [Cl:1][C:2]1[CH:23]=[C:22]([CH:24]2[CH2:29][CH2:28][N:27]([C:30](=[O:34])[CH:31]([CH3:32])[CH3:33])[CH2:26][CH2:25]2)[CH:21]=[CH:20][C:3]=1[C:4]([N:6]1[CH2:10][CH2:9][C@@:8]2([C:14]3[CH:15]=[CH:16][CH:17]=[CH:18][C:13]=3[C:12](=[O:19])[O:11]2)[CH2:7]1)=[O:5], predict the reactants needed to synthesize it. The reactants are: [Cl:1][C:2]1[CH:23]=[C:22]([C:24]2[CH2:25][CH2:26][N:27]([C:30](=[O:34])[CH:31]([CH3:33])[CH3:32])[CH2:28][CH:29]=2)[CH:21]=[CH:20][C:3]=1[C:4]([N:6]1[CH2:10][CH2:9][C@@:8]2([C:14]3[CH:15]=[CH:16][CH:17]=[CH:18][C:13]=3[C:12](=[O:19])[O:11]2)[CH2:7]1)=[O:5].CO. (3) Given the product [CH:10]1([N:16]([C:17]2[N:3]3[CH:4]=[C:5]([Cl:9])[CH:6]=[C:7]([Cl:8])[C:2]3=[N:1][C:18]=2[C:19]2[O:23][CH:22]=[CH:21][CH:20]=2)[C:25](=[O:27])[CH3:26])[CH2:15][CH2:14][CH2:13][CH2:12][CH2:11]1, predict the reactants needed to synthesize it. The reactants are: [NH2:1][C:2]1[C:7]([Cl:8])=[CH:6][C:5]([Cl:9])=[CH:4][N:3]=1.[CH:10]1([N+:16]#[C-:17])[CH2:15][CH2:14][CH2:13][CH2:12][CH2:11]1.[CH:18](=O)[C:19]1[O:23][CH:22]=[CH:21][CH:20]=1.[C:25](Cl)(=[O:27])[CH3:26]. (4) Given the product [O:48]=[C:39]1[C:40]2[C:45](=[CH:44][CH:43]=[CH:42][CH:41]=2)[C:46](=[O:47])[N:38]1[C:36]1[N:19]=[N:20][N:21]([CH2:2][CH:3]([F:18])[CH2:4][CH2:5][N:6]2[CH:10]=[C:9]([C:11]([O:13][C:14]([CH3:17])([CH3:16])[CH3:15])=[O:12])[N:8]=[N:7]2)[CH:37]=1, predict the reactants needed to synthesize it. The reactants are: Br[CH2:2][CH:3]([F:18])[CH2:4][CH2:5][N:6]1[CH:10]=[C:9]([C:11]([O:13][C:14]([CH3:17])([CH3:16])[CH3:15])=[O:12])[N:8]=[N:7]1.[N-:19]=[N+:20]=[N-:21].[Na+].CC(O)=O.CCN(C(C)C)C(C)C.[C:36]([N:38]1[C:46](=[O:47])[C:45]2[C:40](=[CH:41][CH:42]=[CH:43][CH:44]=2)[C:39]1=[O:48])#[CH:37].[NH4+].[OH-].